This data is from Reaction yield outcomes from USPTO patents with 853,638 reactions. The task is: Predict the reaction yield, written as a fraction of the theoretical maximum amount of product (1.0 means a 100% yield; for example, 0.34 means a 34% yield). (1) The reactants are [NH2:1][CH:2]([C:6]([CH3:9])([SH:8])[CH3:7])[C:3]([OH:5])=[O:4].FC(F)(F)C(O)=O.[CH3:17][O:18][C:19]1[CH:26]=[C:25]([O:27][CH3:28])[CH:24]=[C:23]([O:29][CH3:30])[C:20]=1[CH2:21]O. The catalyst is C(Cl)Cl. The product is [NH2:1][CH:2]([C:6]([CH3:9])([S:8][CH2:21][C:20]1[C:23]([O:29][CH3:30])=[CH:24][C:25]([O:27][CH3:28])=[CH:26][C:19]=1[O:18][CH3:17])[CH3:7])[C:3]([OH:5])=[O:4]. The yield is 0.950. (2) The reactants are [NH:1]([C:3]1[CH:12]=[CH:11][C:6]([C:7]([O:9][CH3:10])=[O:8])=[CH:5][CH:4]=1)[NH2:2].Br[CH2:14][CH2:15][C:16]1[CH:17]=[CH:18][C:19]([CH3:22])=[N:20][CH:21]=1. The catalyst is C(N(CC)CC)C. The product is [CH3:22][C:19]1[N:20]=[CH:21][C:16]([CH2:15][CH2:14][N:1]([C:3]2[CH:4]=[CH:5][C:6]([C:7]([O:9][CH3:10])=[O:8])=[CH:11][CH:12]=2)[NH2:2])=[CH:17][CH:18]=1. The yield is 0.285. (3) The reactants are [F:1][C:2]1[CH:9]=[CH:8][C:5]([CH:6]=O)=[CH:4][CH:3]=1.Cl.[NH2:11][OH:12].Br[CH2:14][C:15]([O:17][C:18]([CH3:21])([CH3:20])[CH3:19])=[O:16]. No catalyst specified. The product is [C:18]([O:17][C:15](=[O:16])[CH2:14][O:12][N:11]=[CH:6][C:5]1[CH:8]=[CH:9][C:2]([F:1])=[CH:3][CH:4]=1)([CH3:21])([CH3:20])[CH3:19]. The yield is 0.840. (4) The reactants are [ClH:1].[OH:2][C:3]([C:35]1[CH:40]=[CH:39][CH:38]=[CH:37][CH:36]=1)([C:29]1[CH:34]=[CH:33][CH:32]=[CH:31][CH:30]=1)[CH:4]1[CH2:9][CH2:8][N:7]([CH2:10][CH2:11][CH2:12][C:13]([C:15]2[CH:20]=[CH:19][C:18]([C:21]([CH3:28])([CH3:27])[C:22]([O:24]CC)=[O:23])=[CH:17][CH:16]=2)=[O:14])[CH2:6][CH2:5]1.[OH-].[Na+].[BH4-].[Na+].Cl. The catalyst is O.CC(C)=O.CO. The product is [OH2:2].[ClH:1].[OH:2][C:3]([C:35]1[CH:36]=[CH:37][CH:38]=[CH:39][CH:40]=1)([C:29]1[CH:30]=[CH:31][CH:32]=[CH:33][CH:34]=1)[CH:4]1[CH2:9][CH2:8][N:7]([CH2:10][CH2:11][CH2:12][CH:13]([C:15]2[CH:20]=[CH:19][C:18]([C:21]([CH3:28])([CH3:27])[C:22]([OH:24])=[O:23])=[CH:17][CH:16]=2)[OH:14])[CH2:6][CH2:5]1. The yield is 0.915. (5) The reactants are [CH3:1][O:2][C:3](=[O:62])[NH:4][CH:5]([C:9]([N:11]1[CH:17]([C:18]2[NH:19][C:20]([C:23]3[CH:28]=[CH:27][C:26]([C:29]4[CH:38]=[CH:37][C:36]5[C:31](=[CH:32][CH:33]=[C:34]([C:39]6[NH:40][C:41]([CH:44]7[CH:49]8[CH2:50][CH:46]([CH2:47][CH2:48]8)[N:45]7C(=O)C(C7CC7)NC(OC)=O)=[N:42][CH:43]=6)[CH:35]=5)[CH:30]=4)=[CH:25][CH:24]=3)=[CH:21][N:22]=2)[CH2:16][C:13]2([CH2:15][CH2:14]2)[CH2:12]1)=[O:10])[CH:6]([CH3:8])[CH3:7].[CH3:63][O:64][C:65]([CH3:76])([CH3:75])[CH:66]([NH:70][C:71]([O:73][CH3:74])=[O:72])[C:67]([OH:69])=O. No catalyst specified. The product is [CH3:74][O:73][C:71](=[O:72])[NH:70][CH:66]([C:67]([N:45]1[CH:44]([C:41]2[NH:40][C:39]([C:34]3[CH:33]=[CH:32][C:31]4[C:36](=[CH:37][CH:38]=[C:29]([C:26]5[CH:27]=[CH:28][C:23]([C:20]6[NH:19][C:18]([CH:17]7[CH2:16][C:13]8([CH2:14][CH2:15]8)[CH2:12][N:11]7[C:9](=[O:10])[CH:5]([NH:4][C:3]([O:2][CH3:1])=[O:62])[CH:6]([CH3:7])[CH3:8])=[N:22][CH:21]=6)=[CH:24][CH:25]=5)[CH:30]=4)[CH:35]=3)=[CH:43][N:42]=2)[CH:49]2[CH2:50][CH:46]1[CH2:47][CH2:48]2)=[O:69])[C:65]([O:64][CH3:63])([CH3:76])[CH3:75]. The yield is 0.350. (6) The reactants are CCN(C(C)C)C(C)C.[F:10][C:11]1[CH:16]=[CH:15][C:14]([C:17]2[O:18][C:19]3[CH:29]=[CH:28][C:27]([C:30]4[CH:31]=[C:32]([CH:42]=[CH:43][CH:44]=4)[C:33]([NH:35][C:36]([CH3:41])([CH3:40])[C:37]([OH:39])=O)=[O:34])=[CH:26][C:20]=3[C:21]=2[C:22](=[O:25])[NH:23][CH3:24])=[CH:13][CH:12]=1.[CH3:45][C:46]1[O:50][N:49]=[C:48]([NH2:51])[CH:47]=1.[H-].[Na+]. The catalyst is CN(C=O)C.CO. The product is [F:10][C:11]1[CH:12]=[CH:13][C:14]([C:17]2[O:18][C:19]3[CH:29]=[CH:28][C:27]([C:30]4[CH:44]=[CH:43][CH:42]=[C:32]([C:33](=[O:34])[NH:35][C:36]([CH3:40])([CH3:41])[C:37]([NH:51][C:48]5[CH:47]=[C:46]([CH3:45])[O:50][N:49]=5)=[O:39])[CH:31]=4)=[CH:26][C:20]=3[C:21]=2[C:22]([NH:23][CH3:24])=[O:25])=[CH:15][CH:16]=1. The yield is 0.0900. (7) The reactants are [F:1][C:2]1[CH:7]=[CH:6][C:5]([C:8]2[C:13]([CH3:14])=[CH:12][CH:11]=[CH:10][N:9]=2)=[CH:4][CH:3]=1.ClC1C=CC=C(C(OO)=[O:23])C=1. The catalyst is O1CCCC1. The product is [F:1][C:2]1[CH:3]=[CH:4][C:5]([C:8]2[C:13]([CH3:14])=[CH:12][CH:11]=[CH:10][N+:9]=2[O-:23])=[CH:6][CH:7]=1. The yield is 0.850.